Dataset: Forward reaction prediction with 1.9M reactions from USPTO patents (1976-2016). Task: Predict the product of the given reaction. Given the reactants C([O:5][C:6](=[O:38])[C@@H:7]([NH:12][C:13](=[O:37])[C:14]1[CH:19]=[CH:18][C:17]([NH:20][CH:21]([CH:25]([CH3:27])[CH3:26])[CH:22]([CH3:24])[CH3:23])=[C:16]([NH:28][C:29](=O)[CH2:30][C:31]2[S:32][CH:33]=[CH:34][CH:35]=2)[CH:15]=1)[CH2:8][CH:9]([CH3:11])[CH3:10])(C)(C)C.Cl, predict the reaction product. The product is: [CH:22]([CH:21]([N:20]1[C:17]2[CH:18]=[CH:19][C:14]([C:13]([NH:12][C@@H:7]([CH2:8][CH:9]([CH3:10])[CH3:11])[C:6]([OH:5])=[O:38])=[O:37])=[CH:15][C:16]=2[N:28]=[C:29]1[CH2:30][C:31]1[S:32][CH:33]=[CH:34][CH:35]=1)[CH:25]([CH3:26])[CH3:27])([CH3:24])[CH3:23].